Dataset: Catalyst prediction with 721,799 reactions and 888 catalyst types from USPTO. Task: Predict which catalyst facilitates the given reaction. (1) Reactant: [Br:1][C:2]1[CH:7]=[C:6]([CH3:8])[C:5]([CH2:9][C:10](O)=[O:11])=[C:4]([CH3:13])[CH:3]=1.ON1C2C=CC=CC=2N=N1.Cl.C(N=C=NCCCN(C)C)C.C(N(C(C)C)CC)(C)C.Cl.[CH3:46][NH:47][O:48][CH3:49]. Product: [Br:1][C:2]1[CH:7]=[C:6]([CH3:8])[C:5]([CH2:9][C:10]([N:47]([O:48][CH3:49])[CH3:46])=[O:11])=[C:4]([CH3:13])[CH:3]=1. The catalyst class is: 4. (2) Reactant: [F:1][C:2]([F:33])([F:32])[C:3]1[CH:8]=[C:7]([C:9]2[CH:14]=[CH:13][C:12]([C:15]([F:18])([F:17])[F:16])=[CH:11][CH:10]=2)[N:6]=[C:5]([C:19]2[CH:20]=[C:21]([C:25]3[CH:30]=[CH:29][CH:28]=[C:27]([NH2:31])[CH:26]=3)[CH:22]=[CH:23][CH:24]=2)[N:4]=1.C(N(CC)CC)C.C([NH:48][S:49](Cl)(=[O:51])=[O:50])(OC(C)(C)C)=O. Product: [F:33][C:2]([F:1])([F:32])[C:3]1[CH:8]=[C:7]([C:9]2[CH:14]=[CH:13][C:12]([C:15]([F:18])([F:17])[F:16])=[CH:11][CH:10]=2)[N:6]=[C:5]([C:19]2[CH:20]=[C:21]([C:25]3[CH:30]=[CH:29][CH:28]=[C:27]([NH:31][S:49]([NH2:48])(=[O:51])=[O:50])[CH:26]=3)[CH:22]=[CH:23][CH:24]=2)[N:4]=1. The catalyst class is: 4. (3) Reactant: [Li+].CC([N-]C(C)C)C.[Br:9][C:10]1[CH:15]=[CH:14][C:13]([O:16][CH3:17])=[C:12]([F:18])[CH:11]=1.CN([CH:22]=[O:23])C.O. Product: [Br:9][C:10]1[C:11]([CH:22]=[O:23])=[C:12]([F:18])[C:13]([O:16][CH3:17])=[CH:14][CH:15]=1. The catalyst class is: 1. (4) Reactant: C([SiH](CC)CC)C.O[CH:9]([C:16]1[S:30][C:19]2[C:20]([CH2:26][CH:27]([CH3:29])[CH3:28])=[N:21][N:22]([CH3:25])[C:23](=[O:24])[C:18]=2[CH:17]=1)[C:10]1[CH:15]=[CH:14][CH:13]=[CH:12][CH:11]=1.C(=O)([O-])O.[Na+]. Product: [CH3:25][N:22]1[C:23](=[O:24])[C:18]2[CH:17]=[C:16]([CH2:9][C:10]3[CH:15]=[CH:14][CH:13]=[CH:12][CH:11]=3)[S:30][C:19]=2[C:20]([CH2:26][CH:27]([CH3:29])[CH3:28])=[N:21]1. The catalyst class is: 330.